This data is from Peptide-MHC class I binding affinity with 185,985 pairs from IEDB/IMGT. The task is: Regression. Given a peptide amino acid sequence and an MHC pseudo amino acid sequence, predict their binding affinity value. This is MHC class I binding data. (1) The peptide sequence is LENDAIRIY. The MHC is HLA-B44:03 with pseudo-sequence HLA-B44:03. The binding affinity (normalized) is 0.721. (2) The peptide sequence is ATATWFQYY. The MHC is HLA-A29:02 with pseudo-sequence HLA-A29:02. The binding affinity (normalized) is 1.00. (3) The peptide sequence is YQAGISAAL. The MHC is HLA-B48:01 with pseudo-sequence HLA-B48:01. The binding affinity (normalized) is 0.625. (4) The peptide sequence is SFVTDLEKY. The MHC is HLA-A68:02 with pseudo-sequence HLA-A68:02. The binding affinity (normalized) is 0.0847. (5) The peptide sequence is FYHISTGGY. The MHC is HLA-B08:01 with pseudo-sequence HLA-B08:01. The binding affinity (normalized) is 0.0847. (6) The peptide sequence is TIKCSNLCT. The MHC is HLA-A02:01 with pseudo-sequence HLA-A02:01. The binding affinity (normalized) is 0.161. (7) The peptide sequence is VDICFWSTI. The MHC is HLA-A01:01 with pseudo-sequence HLA-A01:01. The binding affinity (normalized) is 0.309. (8) The peptide sequence is ISNYICVAW. The MHC is HLA-A69:01 with pseudo-sequence HLA-A69:01. The binding affinity (normalized) is 0.313. (9) The peptide sequence is DVKASMLEK. The MHC is HLA-A02:01 with pseudo-sequence HLA-A02:01. The binding affinity (normalized) is 0.